From a dataset of NCI-60 drug combinations with 297,098 pairs across 59 cell lines. Regression. Given two drug SMILES strings and cell line genomic features, predict the synergy score measuring deviation from expected non-interaction effect. (1) Drug 1: CCCS(=O)(=O)NC1=C(C(=C(C=C1)F)C(=O)C2=CNC3=C2C=C(C=N3)C4=CC=C(C=C4)Cl)F. Drug 2: CC(CN1CC(=O)NC(=O)C1)N2CC(=O)NC(=O)C2. Cell line: SF-295. Synergy scores: CSS=32.4, Synergy_ZIP=-8.14, Synergy_Bliss=2.02, Synergy_Loewe=2.14, Synergy_HSA=2.64. (2) Drug 1: C1CCC(C1)C(CC#N)N2C=C(C=N2)C3=C4C=CNC4=NC=N3. Drug 2: COCCOC1=C(C=C2C(=C1)C(=NC=N2)NC3=CC=CC(=C3)C#C)OCCOC.Cl. Cell line: NCI-H226. Synergy scores: CSS=12.8, Synergy_ZIP=4.76, Synergy_Bliss=7.56, Synergy_Loewe=6.31, Synergy_HSA=7.28. (3) Drug 1: C1=NC2=C(N1)C(=S)N=C(N2)N. Drug 2: C1=NNC2=C1C(=O)NC=N2. Cell line: SR. Synergy scores: CSS=50.6, Synergy_ZIP=0.503, Synergy_Bliss=0.297, Synergy_Loewe=-44.2, Synergy_HSA=0.268. (4) Drug 1: CN(CCCl)CCCl.Cl. Drug 2: CC1C(C(CC(O1)OC2CC(CC3=C2C(=C4C(=C3O)C(=O)C5=C(C4=O)C(=CC=C5)OC)O)(C(=O)CO)O)N)O.Cl. Cell line: SN12C. Synergy scores: CSS=45.8, Synergy_ZIP=-6.62, Synergy_Bliss=-9.50, Synergy_Loewe=-4.86, Synergy_HSA=-2.75. (5) Drug 1: C1=CN(C(=O)N=C1N)C2C(C(C(O2)CO)O)O.Cl. Drug 2: CC1CCC2CC(C(=CC=CC=CC(CC(C(=O)C(C(C(=CC(C(=O)CC(OC(=O)C3CCCCN3C(=O)C(=O)C1(O2)O)C(C)CC4CCC(C(C4)OC)O)C)C)O)OC)C)C)C)OC. Cell line: RPMI-8226. Synergy scores: CSS=7.75, Synergy_ZIP=-0.679, Synergy_Bliss=0.995, Synergy_Loewe=2.08, Synergy_HSA=-0.589.